Predict the reaction yield, written as a fraction of the theoretical maximum amount of product (1.0 means a 100% yield; for example, 0.34 means a 34% yield). From a dataset of Reaction yield outcomes from USPTO patents with 853,638 reactions. (1) The product is [Cl:1][C:2]1[CH:8]=[CH:7][CH:6]=[CH:5][C:3]=1[NH:4][N:9]=[C:21]([C:22](=[O:24])[CH3:23])[C:18](=[O:20])[CH3:19]. The catalyst is C(O)(=O)C.Cl.O.C(O)C. The reactants are [Cl:1][C:2]1[CH:8]=[CH:7][CH:6]=[CH:5][C:3]=1[NH2:4].[N:9]([O-])=O.[Na+].C([O-])(=O)C.[Na+].[C:18]([CH2:21][C:22](=[O:24])[CH3:23])(=[O:20])[CH3:19]. The yield is 0.460. (2) The reactants are [F:1][C:2]1[CH:7]=[CH:6][CH:5]=[CH:4][C:3]=1[CH2:8][CH:9]([OH:11])[CH3:10].C(N(CC)CC)C.[CH3:19][S:20](Cl)(=[O:22])=[O:21].O. The catalyst is ClCCl. The product is [S:20]([O:11][CH:9]([CH3:10])[CH2:8][C:3]1[CH:4]=[CH:5][CH:6]=[CH:7][C:2]=1[F:1])(=[O:22])(=[O:21])[CH3:19]. The yield is 0.820. (3) The reactants are CN(C)CCO.[Li].[CH:8]1[C:17]2[C:12](=[CH:13][CH:14]=[CH:15][CH:16]=2)[CH:11]=[C:10]([N:18]2[CH2:23][CH2:22][N:21]([C:24]([O:26][C:27]([CH3:30])([CH3:29])[CH3:28])=[O:25])[CH2:20][CH2:19]2)[N:9]=1.[F:31][C:32]1[N:43]=[CH:42][CH:41]=[CH:40][C:33]=1[C:34](N(OC)C)=[O:35]. The catalyst is C1COCC1. The product is [F:31][C:32]1[N:43]=[CH:42][CH:41]=[CH:40][C:33]=1[C:34]([C:8]1[C:17]2[C:12](=[CH:13][CH:14]=[CH:15][CH:16]=2)[CH:11]=[C:10]([N:18]2[CH2:19][CH2:20][N:21]([C:24]([O:26][C:27]([CH3:30])([CH3:29])[CH3:28])=[O:25])[CH2:22][CH2:23]2)[N:9]=1)=[O:35]. The yield is 0.0800. (4) The reactants are [CH2:1]([N:4]1[C:12]2[C:11](=[O:13])[NH:10][C:9](=[O:14])[NH:8][C:7]=2[N:6]=[CH:5]1)[CH:2]=[CH2:3].[CH2:15](I)[CH2:16][CH2:17][CH2:18][CH3:19].C(=O)([O-])[O-].[Na+].[Na+]. The catalyst is CN(C=O)C. The product is [CH2:15]([N:8]1[C:7]2[N:6]=[CH:5][N:4]([CH2:1][CH:2]=[CH2:3])[C:12]=2[C:11](=[O:13])[NH:10][C:9]1=[O:14])[CH2:16][CH2:17][CH2:18][CH3:19]. The yield is 0.560. (5) The reactants are [F:1][C:2]1[CH:7]=[CH:6][C:5]([C:8]2[C:13]([C:14]([O:16][CH3:17])=[O:15])=[C:12]([CH:18]([CH3:20])[CH3:19])[N:11]=[C:10]([OH:21])[N:9]=2)=[CH:4][CH:3]=1.C(N(CC)CC)C.C(#N)C.[CH3:32][S:33](Cl)(=[O:35])=[O:34]. The catalyst is O. The product is [F:1][C:2]1[CH:3]=[CH:4][C:5]([C:8]2[C:13]([C:14]([O:16][CH3:17])=[O:15])=[C:12]([CH:18]([CH3:19])[CH3:20])[N:11]=[C:10]([O:21][S:33]([CH3:32])(=[O:35])=[O:34])[N:9]=2)=[CH:6][CH:7]=1. The yield is 0.890. (6) The product is [CH2:3]([O:11][CH2:12][C:13]([CH2:18][O:19][CH2:3][C:4]1[CH:9]=[CH:8][CH:7]=[CH:6][CH:5]=1)([CH2:16][O:17][CH2:3][C:4]1[CH:9]=[CH:8][CH:7]=[CH:6][CH:5]=1)[CH2:14][OH:15])[C:4]1[CH:9]=[CH:8][CH:7]=[CH:6][CH:5]=1. The yield is 0.380. The catalyst is CN(C=O)C. The reactants are [H-].[Na+].[CH2:3](Br)[C:4]1[CH:9]=[CH:8][CH:7]=[CH:6][CH:5]=1.[OH:11][CH2:12][C:13]([CH2:18][OH:19])([CH2:16][OH:17])[CH2:14][OH:15].[Cl-].[NH4+]. (7) The reactants are [Cl:1][C:2]1[CH:10]=[C:9]2[C:5]([C:6]([C:11]([O:13]C)=[O:12])=[CH:7][NH:8]2)=[CH:4][C:3]=1[C:15]1[CH:20]=[CH:19][C:18]([O:21][CH3:22])=[C:17]([O:23][CH3:24])[CH:16]=1.CO.[OH-].[Na+].Cl. The catalyst is C(OCC)(=O)C.C(Cl)Cl. The product is [Cl:1][C:2]1[CH:10]=[C:9]2[C:5]([C:6]([C:11]([OH:13])=[O:12])=[CH:7][NH:8]2)=[CH:4][C:3]=1[C:15]1[CH:20]=[CH:19][C:18]([O:21][CH3:22])=[C:17]([O:23][CH3:24])[CH:16]=1. The yield is 0.240.